Dataset: Tyrosyl-DNA phosphodiesterase HTS with 341,365 compounds. Task: Binary Classification. Given a drug SMILES string, predict its activity (active/inactive) in a high-throughput screening assay against a specified biological target. (1) The molecule is s1c(c(c2c1ncnc2OCC(=O)Nc1cc(OC)ccc1)C)C. The result is 0 (inactive). (2) The compound is S(=O)(=O)(N1C2C(N(CC2)C(=O)/C=C\CN2CCCCC2)C(C1=O)C(C)C)C. The result is 0 (inactive). (3) The molecule is Clc1cc(C(=O)NC(=S)NCCN2CCOCC2)ccc1. The result is 0 (inactive). (4) The drug is O(CC(=O)c1c(ccc(c1)C)C)C(=O)c1n[nH]c2c1cccc2. The result is 0 (inactive). (5) The compound is S(=O)(=O)(N1CCOCC1)c1cc(NC(=O)CSc2nc(c(c(n2)C)C)C)ccc1. The result is 0 (inactive).